From a dataset of Forward reaction prediction with 1.9M reactions from USPTO patents (1976-2016). Predict the product of the given reaction. Given the reactants [CH:1]1[CH:6]=[C:5]([S:7](Cl)(=[O:9])=[O:8])[C:4]([Br:11])=[CH:3][CH:2]=1.[CH3:12][NH2:13].C1COCC1.Cl, predict the reaction product. The product is: [Br:11][C:4]1[CH:3]=[CH:2][CH:1]=[CH:6][C:5]=1[S:7]([NH:13][CH3:12])(=[O:9])=[O:8].